From a dataset of Peptide-MHC class I binding affinity with 185,985 pairs from IEDB/IMGT. Regression. Given a peptide amino acid sequence and an MHC pseudo amino acid sequence, predict their binding affinity value. This is MHC class I binding data. (1) The peptide sequence is GVRFFFYTSK. The MHC is HLA-A11:01 with pseudo-sequence HLA-A11:01. The binding affinity (normalized) is 0.649. (2) The binding affinity (normalized) is 0.898. The peptide sequence is ILSFPYLFK. The MHC is HLA-A03:01 with pseudo-sequence HLA-A03:01. (3) The peptide sequence is LVESGGGLV. The MHC is HLA-A68:02 with pseudo-sequence HLA-A68:02. The binding affinity (normalized) is 0.0728. (4) The peptide sequence is LFLDGIDKA. The MHC is HLA-B07:02 with pseudo-sequence HLA-B07:02. The binding affinity (normalized) is 0. (5) The peptide sequence is GTEYRLTLY. The MHC is HLA-B39:01 with pseudo-sequence HLA-B39:01. The binding affinity (normalized) is 0.0847. (6) The peptide sequence is RERLSRMAI. The MHC is HLA-B51:01 with pseudo-sequence HLA-B51:01. The binding affinity (normalized) is 0.0847.